From a dataset of Forward reaction prediction with 1.9M reactions from USPTO patents (1976-2016). Predict the product of the given reaction. (1) Given the reactants C([O:3][C:4](=O)[C:5](=[O:30])[CH:6]([C:15]1[CH:20]=[CH:19][CH:18]=[C:17]([N:21]2[CH2:26][CH2:25][CH2:24][CH2:23][CH2:22]2)[C:16]=1[N+:27]([O-])=O)[CH2:7][C:8](=O)[C:9]([O:11][CH2:12][CH3:13])=[O:10])C.C(O)(=O)C, predict the reaction product. The product is: [CH2:12]([O:11][C:9]([C:8]1[O:30][C:5]2[C:4](=[O:3])[NH:27][C:16]3[C:17]([N:21]4[CH2:26][CH2:25][CH2:24][CH2:23][CH2:22]4)=[CH:18][CH:19]=[CH:20][C:15]=3[C:6]=2[CH:7]=1)=[O:10])[CH3:13]. (2) Given the reactants C(OC(=O)[NH:7][C:8]1[O:9][CH2:10][CH2:11][C@:12]([C:15]2[CH:20]=[C:19]([NH2:21])[CH:18]=[CH:17][C:16]=2[F:22])([CH3:14])[N:13]=1)(C)(C)C.[Cl:24][C:25]1[C:26]([C:35](O)=[O:36])=[N:27][CH:28]=[C:29]([C:31]([F:34])([F:33])[F:32])[CH:30]=1, predict the reaction product. The product is: [NH2:7][C:8]1[O:9][CH2:10][CH2:11][C@:12]([C:15]2[CH:20]=[C:19]([NH:21][C:35]([C:26]3[C:25]([Cl:24])=[CH:30][C:29]([C:31]([F:33])([F:32])[F:34])=[CH:28][N:27]=3)=[O:36])[CH:18]=[CH:17][C:16]=2[F:22])([CH3:14])[N:13]=1. (3) Given the reactants [NH2:1][C:2]1[CH:7]=[N:6][C:5]([Br:8])=[CH:4][N:3]=1.[Cl:9][C:10]1[CH:19]=[CH:18][C:13]([C:14](=O)[CH2:15]Br)=[CH:12][CH:11]=1.[OH-].[Na+], predict the reaction product. The product is: [Br:8][C:5]1[N:6]=[CH:7][C:2]2[N:3]([CH:15]=[C:14]([C:13]3[CH:18]=[CH:19][C:10]([Cl:9])=[CH:11][CH:12]=3)[N:1]=2)[CH:4]=1. (4) The product is: [NH:11]1[C:10]2[CH:9]=[CH:8][CH:7]=[C:3]([C:4]([O:6][CH2:14][CH3:15])=[O:5])[C:2]=2[N:1]=[CH:12]1. Given the reactants [NH2:1][C:2]1[C:10]([NH:11][CH:12]=O)=[CH:9][CH:8]=[CH:7][C:3]=1[C:4]([OH:6])=[O:5].[C:14](Cl)(=O)[CH3:15], predict the reaction product.